From a dataset of Forward reaction prediction with 1.9M reactions from USPTO patents (1976-2016). Predict the product of the given reaction. (1) Given the reactants [S:1]1[CH:5]=[CH:4][C:3]([C:6]2[CH:7]=[C:8]([N:12]3[C:16]4[CH:17]=[C:18]([C:20](O)=[O:21])[NH:19][C:15]=4[N:14]=[CH:13]3)[CH:9]=[CH:10][CH:11]=2)=[CH:2]1.C(Cl)CCl.[CH3:27][NH2:28].O, predict the reaction product. The product is: [CH3:27][NH:28][C:20]([C:18]1[NH:19][C:15]2[N:14]=[CH:13][N:12]([C:8]3[CH:9]=[CH:10][CH:11]=[C:6]([C:3]4[CH:4]=[CH:5][S:1][CH:2]=4)[CH:7]=3)[C:16]=2[CH:17]=1)=[O:21]. (2) The product is: [NH2:6][CH:7]1[CH2:8][C:21]2[C:12](=[CH:13][N:14]=[CH:15][CH:20]=2)[NH:11][C:9]1=[O:10]. Given the reactants ClC1SC2[NH:6][C:7]([C:9]([NH:11][CH:12]3[CH2:21][C:20]4[C:15](=CC=CC=4)[N:14](CC4NN=NN=4)[C:13]3=O)=[O:10])=[CH:8]C=2C=1.FC(F)(F)C(O)=O, predict the reaction product. (3) Given the reactants [CH:1]([O:4][C:5]1[CH:9]=[C:8]([CH2:10][CH2:11][C:12]([O:14][CH2:15][CH3:16])=[O:13])[NH:7][N:6]=1)([CH3:3])[CH3:2].[H-].[Na+].[Cl:19][C:20]1[CH:25]=[CH:24][C:23]([CH2:26]Cl)=[C:22]([O:28][CH:29]([CH3:31])[CH3:30])[CH:21]=1.Cl, predict the reaction product. The product is: [Cl:19][C:20]1[CH:25]=[CH:24][C:23]([CH2:26][N:7]2[C:8]([CH2:10][CH2:11][C:12]([O:14][CH2:15][CH3:16])=[O:13])=[CH:9][C:5]([O:4][CH:1]([CH3:3])[CH3:2])=[N:6]2)=[C:22]([O:28][CH:29]([CH3:31])[CH3:30])[CH:21]=1.